This data is from Reaction yield outcomes from USPTO patents with 853,638 reactions. The task is: Predict the reaction yield, written as a fraction of the theoretical maximum amount of product (1.0 means a 100% yield; for example, 0.34 means a 34% yield). (1) The yield is 0.110. The reactants are [NH2:1][C@H:2]([C:4]1[N:13]([C:14]2[CH:19]=[CH:18][CH:17]=[C:16]([O:20][CH2:21][C:22]([F:28])([F:27])[C:23]([F:26])([F:25])[F:24])[CH:15]=2)[C:12](=[O:29])[C:11]2[C:6](=[CH:7][CH:8]=[CH:9][C:10]=2[F:30])[N:5]=1)[CH3:3].Cl[C:32]1[C:33]2[CH:40]=[CH:39][NH:38][C:34]=2[N:35]=[CH:36][N:37]=1.C(N(C(C)C)CC)(C)C. The product is [N:35]1[C:34]2[NH:38][CH:39]=[CH:40][C:33]=2[C:32]([NH:1][C@H:2]([C:4]2[N:13]([C:14]3[CH:19]=[CH:18][CH:17]=[C:16]([O:20][CH2:21][C:22]([F:28])([F:27])[C:23]([F:24])([F:25])[F:26])[CH:15]=3)[C:12](=[O:29])[C:11]3[C:6](=[CH:7][CH:8]=[CH:9][C:10]=3[F:30])[N:5]=2)[CH3:3])=[N:37][CH:36]=1. The catalyst is CC(O)(C)C. (2) The reactants are [CH3:1][O:2][C:3]1[CH:12]=[C:11]([C:13]#[C:14][C:15]([CH3:18])([CH3:17])[CH3:16])[CH:10]=[CH:9][C:4]=1[C:5]([O:7]C)=[O:6].[OH-].[Na+]. The catalyst is CO. The product is [CH3:1][O:2][C:3]1[CH:12]=[C:11]([C:13]#[C:14][C:15]([CH3:18])([CH3:17])[CH3:16])[CH:10]=[CH:9][C:4]=1[C:5]([OH:7])=[O:6]. The yield is 0.840. (3) The reactants are [Br:1][C:2]1[CH:3]=[C:4](/[CH:8]=[CH:9]/[CH:10]=[O:11])[CH:5]=[CH:6][CH:7]=1.Br[CH2:13][C:14]1[CH:27]=[CH:26][CH:25]=[CH:24][C:15]=1[O:16][Si](C(C)(C)C)(C)C. No catalyst specified. The product is [Br:1][C:2]1[CH:3]=[C:4]([C@H:8]2[CH2:9][C:10](=[O:11])[O:16][C:15]3[CH:24]=[CH:25][CH:26]=[CH:27][C:14]=3[CH2:13]2)[CH:5]=[CH:6][CH:7]=1. The yield is 0.560. (4) The reactants are [C:1]([C:3]1[CH:12]=[CH:11][CH:10]=[C:9]2[C:4]=1[CH2:5][CH2:6][C:7](=[O:13])[NH:8]2)#N.C(O)=[O:15]. The catalyst is [Ni]. The product is [O:13]=[C:7]1[CH2:6][CH2:5][C:4]2[C:3]([CH:1]=[O:15])=[CH:12][CH:11]=[CH:10][C:9]=2[NH:8]1. The yield is 0.760. (5) The reactants are [O:1]=[C:2]1[NH:5][C@H:4]([C:6]([OH:8])=O)[CH2:3]1.C1CCC(N=C=NC2CCCCC2)CC1.FC1C(O)=C(F)C(F)=C(F)C=1F.[NH2:36][C@H:37]([C:44]([N:46]1[CH2:53][CH2:52][CH2:51][C@H:47]1[C:48]([NH2:50])=[O:49])=[O:45])[CH2:38][C:39]1[N:43]=[CH:42][NH:41][CH:40]=1. The catalyst is O1CCOCC1.CN(C=O)C. The product is [O:1]=[C:2]1[NH:5][C@H:4]([C:6]([NH:36][C@H:37]([C:44]([N:46]2[CH2:53][CH2:52][CH2:51][C@H:47]2[C:48]([NH2:50])=[O:49])=[O:45])[CH2:38][C:39]2[N:43]=[CH:42][NH:41][CH:40]=2)=[O:8])[CH2:3]1. The yield is 0.870. (6) The reactants are [OH:1][CH2:2][CH2:3][C:4]1[C:8]([CH3:9])=[CH:7][N:6]([S:10]([N:13]([CH3:15])[CH3:14])(=[O:12])=[O:11])[N:5]=1.[H-].[Na+].[CH3:18]I. The catalyst is C1COCC1. The product is [CH3:18][O:1][CH2:2][CH2:3][C:4]1[C:8]([CH3:9])=[CH:7][N:6]([S:10]([N:13]([CH3:15])[CH3:14])(=[O:11])=[O:12])[N:5]=1. The yield is 0.670. (7) The reactants are [NH2:1][C:2]1[C:3]([N:9]2[CH2:14][CH2:13][N:12](C(OC(C)(C)C)=O)[CH2:11][CH2:10]2)=[N:4][CH:5]=[N:6][C:7]=1[SH:8].[F:22][C:23]1[CH:28]=[CH:27][C:26]([CH2:29][CH2:30][C:31](O)=O)=[CH:25][CH:24]=1. No catalyst specified. The product is [F:22][C:23]1[CH:28]=[CH:27][C:26]([CH2:29][CH2:30][C:31]2[S:8][C:7]3[N:6]=[CH:5][N:4]=[C:3]([N:9]4[CH2:10][CH2:11][NH:12][CH2:13][CH2:14]4)[C:2]=3[N:1]=2)=[CH:25][CH:24]=1. The yield is 0.800.